Predict which catalyst facilitates the given reaction. From a dataset of Catalyst prediction with 721,799 reactions and 888 catalyst types from USPTO. Reactant: COC1N=C(OC)N=C(O[C:12]([C:14]2[C:23]3[C:18](=[CH:19][C:20]([OH:24])=[CH:21][CH:22]=3)[CH:17]=[CH:16][CH:15]=2)=[O:13])N=1.[F:25][C:26]([F:35])([F:34])[C:27]1[CH:28]=[C:29]([NH2:33])[CH:30]=[CH:31][CH:32]=1.C(OCC)(=O)C. Product: [F:25][C:26]([F:34])([F:35])[C:27]1[CH:28]=[C:29]([NH:33][C:12]([C:14]2[C:23]3[C:18](=[CH:19][C:20]([OH:24])=[CH:21][CH:22]=3)[CH:17]=[CH:16][CH:15]=2)=[O:13])[CH:30]=[CH:31][CH:32]=1. The catalyst class is: 60.